Dataset: Peptide-MHC class I binding affinity with 185,985 pairs from IEDB/IMGT. Task: Regression. Given a peptide amino acid sequence and an MHC pseudo amino acid sequence, predict their binding affinity value. This is MHC class I binding data. (1) The peptide sequence is QARFSGLLI. The MHC is HLA-A24:02 with pseudo-sequence HLA-A24:02. The binding affinity (normalized) is 0.102. (2) The peptide sequence is AAASSLLYK. The MHC is HLA-A03:01 with pseudo-sequence HLA-A03:01. The binding affinity (normalized) is 0.780. (3) The peptide sequence is TAVPWNASW. The MHC is HLA-B44:02 with pseudo-sequence HLA-B44:02. The binding affinity (normalized) is 0.317.